Predict the product of the given reaction. From a dataset of Forward reaction prediction with 1.9M reactions from USPTO patents (1976-2016). (1) The product is: [NH2:48][C:44]1[N:43]=[CH:42][N:41]=[C:40]2[C:45]=1[N:46]=[CH:47][N:39]2[C@@H:31]1[O:30][C@H:29]([CH2:28][N:10]([CH2:9][CH2:8][NH2:7])[CH2:11][CH2:12][CH2:13][NH:14][C:15]([NH:17][C:18]2[CH:23]=[CH:22][C:21]([C:24]([CH3:27])([CH3:25])[CH3:26])=[CH:20][CH:19]=2)=[O:16])[C@@H:36]([OH:35])[C@H:32]1[OH:33]. Given the reactants C(OC(=O)[NH:7][CH2:8][CH2:9][N:10]([CH2:28][C@@H:29]1[C@@H:36]2[C@@H:32]([O:33]C(C)(C)[O:35]2)[C@H:31]([N:39]2[CH:47]=[N:46][C:45]3[C:40]2=[N:41][CH:42]=[N:43][C:44]=3[NH2:48])[O:30]1)[CH2:11][CH2:12][CH2:13][NH:14][C:15]([NH:17][C:18]1[CH:23]=[CH:22][C:21]([C:24]([CH3:27])([CH3:26])[CH3:25])=[CH:20][CH:19]=1)=[O:16])(C)(C)C, predict the reaction product. (2) Given the reactants [Cl:1][C:2]1[CH:3]=[CH:4][C:5]([CH2:15][CH3:16])=[C:6]([N:8]2[CH:12]=[CH:11][CH:10]=[C:9]2[C:13]#[N:14])[CH:7]=1.C1C(=O)N([Br:24])C(=O)C1, predict the reaction product. The product is: [Br:24][C:11]1[CH:10]=[C:9]([C:13]#[N:14])[N:8]([C:6]2[CH:7]=[C:2]([Cl:1])[CH:3]=[CH:4][C:5]=2[CH2:15][CH3:16])[CH:12]=1. (3) Given the reactants [Br:1][C:2]1[CH:3]=[C:4]([Cl:13])[C:5]([C:8]2([CH2:11][NH2:12])[CH2:10][CH2:9]2)=[N:6][CH:7]=1.FC(F)(F)C1C(C(O)=O)=NC=CC=1.C1C=C2N=NN(O)C2=CC=1.O.CCN=C=NCCCN(C)C.Cl.[F:50][C:51]([F:62])([F:61])[C:52]1[C:53]([C:58](O)=[O:59])=[N:54][CH:55]=[CH:56][N:57]=1, predict the reaction product. The product is: [Br:1][C:2]1[CH:3]=[C:4]([Cl:13])[C:5]([C:8]2([CH2:11][NH:12][C:58]([C:53]3[C:52]([C:51]([F:61])([F:50])[F:62])=[N:57][CH:56]=[CH:55][N:54]=3)=[O:59])[CH2:9][CH2:10]2)=[N:6][CH:7]=1. (4) Given the reactants [C:1]([O:5][C:6]([N:8]1[CH2:13][CH2:12][C:11]([CH3:17])([C:14]([OH:16])=O)[CH2:10][CH2:9]1)=[O:7])([CH3:4])([CH3:3])[CH3:2].C(Cl)CCl.C1C=CC2N(O)N=NC=2C=1.ClC(Cl)C.[CH3:36][N:37]([CH3:48])[C:38](=[O:47])[O:39][C:40]1[CH:45]=[CH:44][CH:43]=[C:42]([NH2:46])[CH:41]=1, predict the reaction product. The product is: [CH3:36][N:37]([CH3:48])[C:38]([O:39][C:40]1[CH:41]=[C:42]([NH:46][C:14]([C:11]2([CH3:17])[CH2:10][CH2:9][N:8]([C:6]([O:5][C:1]([CH3:2])([CH3:3])[CH3:4])=[O:7])[CH2:13][CH2:12]2)=[O:16])[CH:43]=[CH:44][CH:45]=1)=[O:47]. (5) Given the reactants [CH2:1]([NH:3][C:4](=[O:23])[C:5]1[CH:10]=[C:9]([C:11]2[CH:19]=[C:18]3[C:14]([C:15](I)=[N:16][NH:17]3)=[CH:13][CH:12]=2)[C:8]([CH3:21])=[C:7]([F:22])[CH:6]=1)[CH3:2].[F:24][C:25]([F:36])([F:35])[C:26]1[CH:31]=[CH:30][C:29](B(O)O)=[CH:28][CH:27]=1.C(=O)([O-])O.[Na+], predict the reaction product. The product is: [CH2:1]([NH:3][C:4](=[O:23])[C:5]1[CH:10]=[C:9]([C:11]2[CH:19]=[C:18]3[C:14]([C:15]([C:29]4[CH:30]=[CH:31][C:26]([C:25]([F:36])([F:35])[F:24])=[CH:27][CH:28]=4)=[N:16][NH:17]3)=[CH:13][CH:12]=2)[C:8]([CH3:21])=[C:7]([F:22])[CH:6]=1)[CH3:2].